This data is from Reaction yield outcomes from USPTO patents with 853,638 reactions. The task is: Predict the reaction yield, written as a fraction of the theoretical maximum amount of product (1.0 means a 100% yield; for example, 0.34 means a 34% yield). (1) The reactants are [CH:1]1[C:2](=[O:16])[CH:3]=[CH:4][C:5]2=[N:6][C:7]3[CH:15]=[CH:14][CH:13]=[CH:12][C:8]=3[CH:9]=[CH:10][C:11]=12.[O-]S(S([O-])=O)=O.[Na+].[Na+]. The catalyst is C(Cl)(Cl)Cl.O. The product is [CH:1]1[C:11]2[CH:10]=[CH:9][C:8]3[CH:12]=[CH:13][CH:14]=[CH:15][C:7]=3[NH:6][C:5]=2[CH:4]=[CH:3][C:2]=1[OH:16]. The yield is 0.650. (2) The reactants are [NH2:1][C:2]1[C:7]([N+:8]([O-:10])=[O:9])=[CH:6][CH:5]=[C:4](Cl)[N:3]=1.[C:12]1([S-:18])[CH:17]=[CH:16][CH:15]=[CH:14][CH:13]=1.[Na+]. The catalyst is CC(O)C.O. The product is [NH2:1][C:2]1[C:7]([N+:8]([O-:10])=[O:9])=[CH:6][CH:5]=[C:4]([S:18][C:12]2[CH:17]=[CH:16][CH:15]=[CH:14][CH:13]=2)[N:3]=1. The yield is 0.950. (3) The catalyst is C1COCC1. The product is [C:1]([C:5]1[CH:9]=[C:8]([NH:10][C:11]([NH:13][C:14]2[CH:19]=[C:18]([C:20]3[C:31](=[O:32])[N:30]([CH3:33])[C:23]4[N:24]=[C:25]([NH:54][CH3:53])[N:26]=[CH:27][C:22]=4[CH:21]=3)[C:17]([CH3:34])=[CH:16][C:15]=2[F:35])=[O:12])[N:7]([C:36]2[CH:41]=[CH:40][CH:39]=[CH:38][CH:37]=2)[N:6]=1)([CH3:4])([CH3:3])[CH3:2]. The reactants are [C:1]([C:5]1[CH:9]=[C:8]([NH:10][C:11]([NH:13][C:14]2[CH:19]=[C:18]([C:20]3[C:31](=[O:32])[N:30]([CH3:33])[C:23]4[N:24]=[C:25](SC)[N:26]=[CH:27][C:22]=4[CH:21]=3)[C:17]([CH3:34])=[CH:16][C:15]=2[F:35])=[O:12])[N:7]([C:36]2[CH:41]=[CH:40][CH:39]=[CH:38][CH:37]=2)[N:6]=1)([CH3:4])([CH3:3])[CH3:2].C1C=C(Cl)C=C(C(OO)=O)C=1.[CH3:53][NH2:54]. The yield is 0.720. (4) The product is [CH3:1][C:2]1[C:3]([CH:8]2[CH2:13][CH2:12][CH2:11][CH:10]([C:14]3[C:19]([CH3:20])=[CH:18][CH:17]=[CH:16][N:15]=3)[N:9]2[CH2:22][C:23]2[CH:28]=[CH:27][CH:26]=[CH:25][C:24]=2[C:29]2([CH3:34])[O:30][CH2:31][CH2:32][O:33]2)=[N:4][CH:5]=[CH:6][CH:7]=1. The catalyst is CN(C=O)C. The reactants are [CH3:1][C:2]1[C:3]([CH:8]2[CH2:13][CH2:12][CH2:11][CH:10]([C:14]3[C:19]([CH3:20])=[CH:18][CH:17]=[CH:16][N:15]=3)[NH:9]2)=[N:4][CH:5]=[CH:6][CH:7]=1.Br[CH2:22][C:23]1[CH:28]=[CH:27][CH:26]=[CH:25][C:24]=1[C:29]1([CH3:34])[O:33][CH2:32][CH2:31][O:30]1.CCN(C(C)C)C(C)C. The yield is 0.900. (5) The reactants are [OH-].[Na+].[O:3]=[C:4]1[C:13]2[C:8](=[CH:9][CH:10]=[C:11]([C:14]([O-:16])=[O:15])[CH:12]=2)[O:7][CH:6]=[CH:5]1.O.Cl. The catalyst is CO. The product is [O:3]=[C:4]1[C:13]2[C:8](=[CH:9][CH:10]=[C:11]([C:14]([OH:16])=[O:15])[CH:12]=2)[O:7][CH:6]=[CH:5]1. The yield is 0.950. (6) The reactants are [CH3:1]C(C)([O-])C.[K+].[CH3:7][C@@:8]12[C:24](=O)[CH2:23][CH2:22][C@H:21]1[C@H:20]1[C@@H:11]([C:12]3[CH:13]=[CH:14][C:15]([OH:26])=[CH:16][C:17]=3[CH2:18][CH2:19]1)[CH2:10][CH2:9]2.O. The catalyst is [Br-].C[P+](C1C=CC=CC=1)(C1C=CC=CC=1)C1C=CC=CC=1.C1COCC1. The product is [CH3:7][C:8]12[CH2:9][CH2:10][CH:11]3[CH:20]([CH2:19][CH2:18][C:17]4[CH:16]=[C:15]([OH:26])[CH:14]=[CH:13][C:12]=43)[CH:21]1[CH2:22][CH2:23][C:24]2=[CH2:1]. The yield is 0.110. (7) The reactants are [C:1]([OH:20])(=O)[CH2:2][CH2:3][CH2:4][CH2:5][CH2:6][CH2:7][CH2:8]/[CH:9]=[CH:10]/[CH2:11][CH2:12][CH2:13][CH2:14][CH2:15][CH2:16][CH2:17][CH3:18].[S:21]1[CH2:25][CH2:24][NH:23][C:22]1=[S:26].C1CCC(N=C=NC2CCCCC2)CC1.C(Cl)(Cl)(Cl)Cl.C(Cl)(Cl)Cl. The catalyst is CN(C1C=CN=CC=1)C.ClCCl.C1CCC(N=C=NC2CCCCC2)CC1. The product is [C:1]([N:23]1[CH2:24][CH2:25][S:21][C:22]1=[S:26])(=[O:20])[CH2:2][CH2:3][CH2:4][CH2:5][CH2:6][CH2:7][CH2:8]/[CH:9]=[CH:10]/[CH2:11][CH2:12][CH2:13][CH2:14][CH2:15][CH2:16][CH2:17][CH3:18]. The yield is 0.940.